From a dataset of Full USPTO retrosynthesis dataset with 1.9M reactions from patents (1976-2016). Predict the reactants needed to synthesize the given product. (1) Given the product [F:31][C:32]([F:37])([F:36])[C:33]([OH:35])=[O:34].[CH3:29][C:27]1[N:28]=[C:24]([NH:23][C:18]2[C:17]([O:16][CH2:15][C:11]3[CH:10]=[C:9]([CH:14]=[CH:13][CH:12]=3)[O:8][CH2:7][C:6]([OH:30])=[O:5])=[CH:22][CH:21]=[CH:20][N:19]=2)[S:25][CH:26]=1, predict the reactants needed to synthesize it. The reactants are: C([O:5][C:6](=[O:30])[CH2:7][O:8][C:9]1[CH:14]=[CH:13][CH:12]=[C:11]([CH2:15][O:16][C:17]2[C:18]([NH:23][C:24]3[S:25][CH:26]=[C:27]([CH3:29])[N:28]=3)=[N:19][CH:20]=[CH:21][CH:22]=2)[CH:10]=1)(C)(C)C.[F:31][C:32]([F:37])([F:36])[C:33]([OH:35])=[O:34]. (2) The reactants are: [NH2:1][C:2]1[C:3]([C:17]([NH2:19])=[O:18])=[N:4][C:5]([C:9]2[CH:14]=[CH:13][C:12]([F:15])=[C:11](Br)[CH:10]=2)=[C:6]([F:8])[CH:7]=1.[C:20]([C@:22]1([OH:29])[CH2:26][CH2:25][N:24]([CH3:27])[C:23]1=[O:28])#[CH:21]. Given the product [NH2:1][C:2]1[C:3]([C:17]([NH2:19])=[O:18])=[N:4][C:5]([C:9]2[CH:14]=[CH:13][C:12]([F:15])=[C:11]([C:21]#[C:20][C@:22]3([OH:29])[CH2:26][CH2:25][N:24]([CH3:27])[C:23]3=[O:28])[CH:10]=2)=[C:6]([F:8])[CH:7]=1, predict the reactants needed to synthesize it. (3) Given the product [C:1]([O:5][C:6]([NH:8][C@H:9]([C:13]([O:15][CH:16]([O:18][C:19](=[O:43])[N:20]([C:33]1[N:42]=[C:36]2[CH:37]=[CH:38][C:39]([C:58]3[CH:57]=[CH:56][C:55]([NH:54][C:52](=[O:53])[C@@H:51]([C:48]4[CH:47]=[CH:46][C:45]([F:44])=[CH:50][CH:49]=4)[CH3:64])=[CH:60][CH:59]=3)=[CH:40][N:35]2[N:34]=1)[C:21]1[CH:26]=[CH:25][C:24]([S:27]([CH3:30])(=[O:29])=[O:28])=[CH:23][C:22]=1[O:31][CH3:32])[CH3:17])=[O:14])[CH:10]([CH3:12])[CH3:11])=[O:7])([CH3:4])([CH3:3])[CH3:2], predict the reactants needed to synthesize it. The reactants are: [C:1]([O:5][C:6]([NH:8][C@H:9]([C:13]([O:15][CH:16]([O:18][C:19](=[O:43])[N:20]([C:33]1[N:42]=[C:36]2[CH:37]=[CH:38][C:39](Cl)=[CH:40][N:35]2[N:34]=1)[C:21]1[CH:26]=[CH:25][C:24]([S:27]([CH3:30])(=[O:29])=[O:28])=[CH:23][C:22]=1[O:31][CH3:32])[CH3:17])=[O:14])[CH:10]([CH3:12])[CH3:11])=[O:7])([CH3:4])([CH3:3])[CH3:2].[F:44][C:45]1[CH:50]=[CH:49][C:48]([C@@H:51]([CH3:64])[C:52]([NH:54][C:55]2[CH:60]=[CH:59][C:58](B(O)O)=[CH:57][CH:56]=2)=[O:53])=[CH:47][CH:46]=1.O.P([O-])([O-])([O-])=O.[K+].[K+].[K+].C1(P(C2CCCCC2)C2C=CC=CC=2C2C(OC)=CC=CC=2OC)CCCCC1. (4) Given the product [CH2:1]([O:3][C:4](=[O:20])[NH:5][C:6]([C:8]1[C:9](=[O:19])[O:10][C:11]2[C:16]([CH:17]=1)=[CH:15][C:14]([C:21]1[CH:26]=[CH:25][CH:24]=[CH:23][CH:22]=1)=[CH:13][CH:12]=2)=[O:7])[CH3:2], predict the reactants needed to synthesize it. The reactants are: [CH2:1]([O:3][C:4](=[O:20])[NH:5][C:6]([C:8]1[C:9](=[O:19])[O:10][C:11]2[C:16]([CH:17]=1)=[CH:15][C:14](Br)=[CH:13][CH:12]=2)=[O:7])[CH3:2].[C:21]1(B(O)O)[CH:26]=[CH:25][CH:24]=[CH:23][CH:22]=1. (5) The reactants are: [Br:1][C:2]1[CH:10]=[C:9]2[C:5]([CH2:6][C:7](=[O:11])[NH:8]2)=[CH:4][CH:3]=1.[OH:12][CH2:13][CH2:14][CH2:15][C:16]1[C:17]2[CH2:27][CH2:26][CH2:25][CH2:24][CH2:23][C:18]=2[NH:19][C:20]=1[CH:21]=O.N1CCCCC1. Given the product [Br:1][C:2]1[CH:10]=[C:9]2[C:5](/[C:6](=[CH:21]/[C:20]3[NH:19][C:18]4[CH2:23][CH2:24][CH2:25][CH2:26][CH2:27][C:17]=4[C:16]=3[CH2:15][CH2:14][CH2:13][OH:12])/[C:7](=[O:11])[NH:8]2)=[CH:4][CH:3]=1, predict the reactants needed to synthesize it.